From a dataset of Forward reaction prediction with 1.9M reactions from USPTO patents (1976-2016). Predict the product of the given reaction. (1) Given the reactants CCCP(=O)=O.[Cl:7][C:8]1[C:13]([O:14][CH3:15])=[CH:12][C:11]([O:16][CH3:17])=[C:10]([Cl:18])[C:9]=1[C:19]1[CH:28]=[CH:27][C:26]([C:29](O)=[O:30])=[C:25]2[C:20]=1[CH:21]=[CH:22][CH:23]=[N:24]2.[CH2:32]([N:34]1[CH2:39][CH2:38][N:37]([C:40]2[CH:46]=[CH:45][C:43]([NH2:44])=[CH:42][CH:41]=2)[CH2:36][CH2:35]1)[CH3:33].CCN(CC)CC, predict the reaction product. The product is: [CH2:32]([N:34]1[CH2:35][CH2:36][N:37]([C:40]2[CH:46]=[CH:45][C:43]([NH:44][C:29]([C:26]3[CH:27]=[CH:28][C:19]([C:9]4[C:10]([Cl:18])=[C:11]([O:16][CH3:17])[CH:12]=[C:13]([O:14][CH3:15])[C:8]=4[Cl:7])=[C:20]4[C:25]=3[N:24]=[CH:23][CH:22]=[CH:21]4)=[O:30])=[CH:42][CH:41]=2)[CH2:38][CH2:39]1)[CH3:33]. (2) Given the reactants C(OC([NH:8][CH2:9][C@H:10]1[CH2:15][CH2:14][C@H:13]([NH:16][C:17]([O:19][CH2:20][C:21]2[CH:26]=[CH:25][CH:24]=[CH:23][CH:22]=2)=[O:18])[CH2:12][CH2:11]1)=O)(C)(C)C.C(O)(C(F)(F)F)=O, predict the reaction product. The product is: [NH2:8][CH2:9][C@H:10]1[CH2:15][CH2:14][C@H:13]([NH:16][C:17]([O:19][CH2:20][C:21]2[CH:22]=[CH:23][CH:24]=[CH:25][CH:26]=2)=[O:18])[CH2:12][CH2:11]1.